Dataset: Reaction yield outcomes from USPTO patents with 853,638 reactions. Task: Predict the reaction yield, written as a fraction of the theoretical maximum amount of product (1.0 means a 100% yield; for example, 0.34 means a 34% yield). (1) The reactants are C([O:3][C:4]([CH:6]1[CH2:10][CH2:9][N:8]([C:11]([O:13][CH2:14][C:15]2[CH:20]=[CH:19][CH:18]=[CH:17][CH:16]=2)=[O:12])[CH2:7]1)=O)C.[BH4-].[Na+].CO. The catalyst is O1CCCC1. The product is [CH2:14]([O:13][C:11]([N:8]1[CH2:9][CH2:10][CH:6]([CH2:4][OH:3])[CH2:7]1)=[O:12])[C:15]1[CH:20]=[CH:19][CH:18]=[CH:17][CH:16]=1. The yield is 0.560. (2) The reactants are [C:1]([C:4]1[CH:9]=[CH:8][C:7]([S:10][CH2:11][C:12]([OH:14])=O)=[CH:6][CH:5]=1)(=[O:3])[CH3:2].S(Cl)(Cl)=O.[Cl-].[Cl-].[Cl-].[Al+3]. The catalyst is ClC(Cl)C.CN(C=O)C. The product is [C:1]([C:4]1[CH:9]=[CH:8][C:7]2[S:10][CH2:11][C:12](=[O:14])[C:6]=2[CH:5]=1)(=[O:3])[CH3:2]. The yield is 0.790.